From a dataset of NCI-60 drug combinations with 297,098 pairs across 59 cell lines. Regression. Given two drug SMILES strings and cell line genomic features, predict the synergy score measuring deviation from expected non-interaction effect. (1) Drug 1: CC1=C(C=C(C=C1)NC2=NC=CC(=N2)N(C)C3=CC4=NN(C(=C4C=C3)C)C)S(=O)(=O)N.Cl. Drug 2: COCCOC1=C(C=C2C(=C1)C(=NC=N2)NC3=CC=CC(=C3)C#C)OCCOC.Cl. Cell line: SNB-19. Synergy scores: CSS=3.01, Synergy_ZIP=-0.852, Synergy_Bliss=2.62, Synergy_Loewe=0.431, Synergy_HSA=1.34. (2) Drug 1: COC1=CC(=CC(=C1O)OC)C2C3C(COC3=O)C(C4=CC5=C(C=C24)OCO5)OC6C(C(C7C(O6)COC(O7)C8=CC=CS8)O)O. Drug 2: C1=CC=C(C=C1)NC(=O)CCCCCCC(=O)NO. Cell line: SNB-75. Synergy scores: CSS=34.4, Synergy_ZIP=0.329, Synergy_Bliss=3.23, Synergy_Loewe=4.65, Synergy_HSA=5.20. (3) Drug 1: C1=C(C(=O)NC(=O)N1)N(CCCl)CCCl. Drug 2: C1C(C(OC1N2C=NC3=C2NC=NCC3O)CO)O. Cell line: IGROV1. Synergy scores: CSS=16.0, Synergy_ZIP=-5.20, Synergy_Bliss=-5.69, Synergy_Loewe=-13.9, Synergy_HSA=-6.53. (4) Drug 1: CC1=C(C=C(C=C1)NC2=NC=CC(=N2)N(C)C3=CC4=NN(C(=C4C=C3)C)C)S(=O)(=O)N.Cl. Drug 2: CN(C)N=NC1=C(NC=N1)C(=O)N. Cell line: ACHN. Synergy scores: CSS=19.7, Synergy_ZIP=-4.31, Synergy_Bliss=-4.90, Synergy_Loewe=-5.71, Synergy_HSA=-2.96.